This data is from Experimentally validated miRNA-target interactions with 360,000+ pairs, plus equal number of negative samples. The task is: Binary Classification. Given a miRNA mature sequence and a target amino acid sequence, predict their likelihood of interaction. (1) The miRNA is hsa-miR-4634 with sequence CGGCGCGACCGGCCCGGGG. The protein sequence of the target gene is MAIQARRMPEDPSTACEDLKFFEKRLTEVITYMGPTCTRWRIAIVIFAVLVGVIGSKYFANEKIEIFQIPMIDMFLTTHLDFTLCFFVGLLLFAVFGVHRRIVAPTIVARRCRDALSPFSLSCDHNGKLIVKPAVRNSAP. Result: 0 (no interaction). (2) The miRNA is hsa-miR-519a-3p with sequence AAAGUGCAUCCUUUUAGAGUGU. The protein sequence of the target gene is MSASVVSVISRFLEEYLSSTPQRLKLLDAYLLYILLTGALQFGYCLLVGTFPFNSFLSGFISCVGSFILAVCLRIQINPQNKADFQGISPERAFADFLFASTILHLVVMNFVG. Result: 1 (interaction). (3) The miRNA is hsa-miR-8083 with sequence CAGGACUUGACGGCUGCAACU. The protein sequence of the target gene is MNPQIRNPMKAMYPGTFYFQFKNLWEANDRNETWLCFTVEGIKRRSVVSWKTGVFRNQVDSETHCHAERCFLSWFCDDILSPNTKYQVTWYTSWSPCPDCAGEVAEFLARHSNVNLTIFTARLYYFQYPCYQEGLRSLSQEGVAVEIMDYEDFKYCWENFVYNDNEPFKPWKGLKTNFRLLKRRLRESLQ. Result: 0 (no interaction). (4) The miRNA is hsa-miR-4327 with sequence GGCUUGCAUGGGGGACUGG. The protein sequence of the target gene is MAALEEEFTLSSVVLSAGPEGLLGVEQSDKTDQFLVTDSGRTVILYKVSDQKPLGSWSVKQGQIITCPAVCNFQTGEYVVVHDNKVLRIWNNEDVNLDKVFKATLSAEVYRILSVQGTEPLVLFKEGAVRGLEALLADPQQKIETVISDEEVIKWTKFFVVFRHPVLIFITEKHGNYFAYVQMFNSRILTKYTLLLGQDENSVIKSFTASVDRKFISLMSLSSDGCIYETLIPIRPADPEKNQSLVKSLLLKAVVSGNARNGVALTALDQDHVAVLGSPLAASKECLSVWNIKFQTLQTS.... Result: 0 (no interaction). (5) The miRNA is mmu-miR-690 with sequence AAAGGCUAGGCUCACAACCAAA. The protein sequence of the target gene is MARGERRRRAVPAEGVRTAERAARGGPGRRDGRGGGPRSTAGGVALAVVVLSLALGMSGRWVLAWYRARRAVTLHSAPPVLPADSSSPAVAPDLFWGTYRPHVYFGMKTRSPKPLLTGLMWAQQGTTPGTPKLRHTCEQGDGVGPYGWEFHDGLSFGRQHIQDGALRLTTEFVKRPGGQHGGDWSWRVTVEPQDSGTSALPLVSLFFYVVTDGKEVLLPEVGAKGQLKFISGHTSELGDFRFTLLPPTSPGDTAPKYGSYNVFWTSNPGLPLLTEMVKSRLNSWFQHRPPGAPPERYLGL.... Result: 0 (no interaction).